Dataset: Reaction yield outcomes from USPTO patents with 853,638 reactions. Task: Predict the reaction yield, written as a fraction of the theoretical maximum amount of product (1.0 means a 100% yield; for example, 0.34 means a 34% yield). (1) The catalyst is C1(C)C=CC=CC=1.C(O)C. The yield is 0.480. The reactants are S(Cl)(Cl)=O.C1(C2C=CC(C(O)=O)=CC=2)CCCCC1.C1(C2C=CC(C(Cl)=O)=CC=2)CCCCC1.[CH3:35][O:36][C:37]1[CH:38]=[C:39]2[C:44](=[CH:45][C:46]=1[O:47][CH3:48])[N:43]=[CH:42][CH:41]=[C:40]2[O:49][C:50]1[CH:56]=[CH:55][C:53]([NH2:54])=[CH:52][CH:51]=1.[CH:57]1([C:63]2[CH:68]=[CH:67][C:66]([C:69]([N:71]=[C:72]=[S:73])=[O:70])=[CH:65][CH:64]=2)[CH2:62][CH2:61][CH2:60][CH2:59][CH2:58]1. The product is [CH:57]1([C:63]2[CH:64]=[CH:65][C:66]([C:69]([NH:71][C:72]([NH:54][C:53]3[CH:55]=[CH:56][C:50]([O:49][C:40]4[C:39]5[C:44](=[CH:45][C:46]([O:47][CH3:48])=[C:37]([O:36][CH3:35])[CH:38]=5)[N:43]=[CH:42][CH:41]=4)=[CH:51][CH:52]=3)=[S:73])=[O:70])=[CH:67][CH:68]=2)[CH2:58][CH2:59][CH2:60][CH2:61][CH2:62]1. (2) The reactants are [F:1][C:2]1[C:3]([O:24][CH2:25][C:26]2[CH:31]=[CH:30][CH:29]=[CH:28][CH:27]=2)=[C:4]([C:8]2[N:13]([CH2:14][CH2:15][C:16]3[CH:21]=[CH:20][CH:19]=[CH:18][CH:17]=3)[C:12](=[O:22])[CH:11]=[C:10]([CH3:23])[N:9]=2)[CH:5]=[CH:6][CH:7]=1.[Br:32]Br.C(OCC)(=O)C. The catalyst is C(O)(=O)C. The product is [Br:32][C:11]1[C:12](=[O:22])[N:13]([CH2:14][CH2:15][C:16]2[CH:21]=[CH:20][CH:19]=[CH:18][CH:17]=2)[C:8]([C:4]2[CH:5]=[CH:6][CH:7]=[C:2]([F:1])[C:3]=2[O:24][CH2:25][C:26]2[CH:27]=[CH:28][CH:29]=[CH:30][CH:31]=2)=[N:9][C:10]=1[CH3:23]. The yield is 0.980. (3) The reactants are [F:1][C:2]1[CH:7]=[C:6]([F:8])[CH:5]=[CH:4][C:3]=1[C:9]1[N:10]=[C:11]([NH2:15])[N:12]=[N:13][CH:14]=1.[Br:16]N1C(=O)CCC1=O. No catalyst specified. The product is [Br:16][C:14]1[N:13]=[N:12][C:11]([NH2:15])=[N:10][C:9]=1[C:3]1[CH:4]=[CH:5][C:6]([F:8])=[CH:7][C:2]=1[F:1]. The yield is 0.210. (4) The reactants are [CH:1]1([C:4]([N:6]2[CH2:11][CH2:10][N:9]([C:12]3[CH:17]=[C:16]([N+:18]([O-])=O)[CH:15]=[CH:14][C:13]=3[O:21][CH3:22])[CH2:8][CH2:7]2)=[O:5])[CH2:3][CH2:2]1. The catalyst is C(O)C.[Pd]. The product is [NH2:18][C:16]1[CH:15]=[CH:14][C:13]([O:21][CH3:22])=[C:12]([N:9]2[CH2:10][CH2:11][N:6]([C:4]([CH:1]3[CH2:3][CH2:2]3)=[O:5])[CH2:7][CH2:8]2)[CH:17]=1. The yield is 0.910. (5) The reactants are [C:1]([O:5][C:6]([N:8]1[CH2:14][CH2:13][CH2:12][CH:11]([N:15]([C:31](=[O:33])[CH3:32])[CH2:16][C:17]2[CH:22]=[C:21]([C:23]([F:26])([F:25])[F:24])[CH:20]=[C:19]([C:27]([F:30])([F:29])[F:28])[CH:18]=2)[C:10]2[CH:34]=[CH:35][C:36](Br)=[CH:37][C:9]1=2)=[O:7])([CH3:4])([CH3:3])[CH3:2].[CH3:39]B(O)O.[F-].[Cs+]. The catalyst is O1CCOCC1.ClCCl.C1C=CC(P(C2C=CC=CC=2)[C-]2C=CC=C2)=CC=1.C1C=CC(P(C2C=CC=CC=2)[C-]2C=CC=C2)=CC=1.Cl[Pd]Cl.[Fe+2]. The product is [C:1]([O:5][C:6]([N:8]1[CH2:14][CH2:13][CH2:12][CH:11]([N:15]([C:31](=[O:33])[CH3:32])[CH2:16][C:17]2[CH:22]=[C:21]([C:23]([F:26])([F:25])[F:24])[CH:20]=[C:19]([C:27]([F:30])([F:29])[F:28])[CH:18]=2)[C:10]2[CH:34]=[CH:35][C:36]([CH3:39])=[CH:37][C:9]1=2)=[O:7])([CH3:4])([CH3:3])[CH3:2]. The yield is 0.300.